This data is from Full USPTO retrosynthesis dataset with 1.9M reactions from patents (1976-2016). The task is: Predict the reactants needed to synthesize the given product. (1) Given the product [Na+:16].[C:1]1([NH:7][C:8](=[O:14])/[CH:9]=[CH:10]\[C:11]([O-:13])=[O:12])[CH:2]=[CH:3][CH:4]=[CH:5][CH:6]=1, predict the reactants needed to synthesize it. The reactants are: [C:1]1([NH:7][C:8](=[O:14])/[CH:9]=[CH:10]\[C:11]([OH:13])=[O:12])[CH:6]=[CH:5][CH:4]=[CH:3][CH:2]=1.[OH-].[Na+:16]. (2) Given the product [Cl:6][C:7]1[CH:8]=[CH:9][C:10]([NH:13][C:14]([C:16]2[CH:21]=[CH:20][CH:19]=[C:18]([OH:22])[C:17]=2[NH:23][C:24]([C:26]2[CH:27]=[CH:28][C:29]([C:32]3[C:33](=[O:51])[N:34]([CH2:38][CH2:39][N:40]4[CH2:41][CH2:42][CH:43]([C:46]([OH:48])=[O:47])[CH2:44][CH2:45]4)[CH:35]=[CH:36][CH:37]=3)=[CH:30][CH:31]=2)=[O:25])=[O:15])=[N:11][CH:12]=1, predict the reactants needed to synthesize it. The reactants are: [OH-].[Na+].C(O)C.[Cl:6][C:7]1[CH:8]=[CH:9][C:10]([NH:13][C:14]([C:16]2[CH:21]=[CH:20][CH:19]=[C:18]([OH:22])[C:17]=2[NH:23][C:24]([C:26]2[CH:31]=[CH:30][C:29]([C:32]3[C:33](=[O:51])[N:34]([CH2:38][CH2:39][N:40]4[CH2:45][CH2:44][CH:43]([C:46]([O:48]CC)=[O:47])[CH2:42][CH2:41]4)[CH:35]=[CH:36][CH:37]=3)=[CH:28][CH:27]=2)=[O:25])=[O:15])=[N:11][CH:12]=1.Cl. (3) Given the product [C:1]([CH2:3][NH:4][C:5]([C@@H:7]1[CH2:11][CH2:10][CH2:9][C@H:8]1[C:12]([OH:14])=[O:13])=[O:6])#[N:2], predict the reactants needed to synthesize it. The reactants are: [C:1]([CH2:3][NH:4][C:5]([C@@H:7]1[CH2:11][CH2:10][CH2:9][C@H:8]1[C:12]([O:14]C)=[O:13])=[O:6])#[N:2].[OH-].[Na+].Cl. (4) The reactants are: [Cl:1][C:2]1[CH:3]=[CH:4][C:5]2[S:6][CH2:7][C:8](=[O:12])[NH:9][C:10]=2[N:11]=1.C([O-])([O-])=O.[Cs+].[Cs+].[CH2:19](Cl)[C:20]1[CH:27]=[CH:26][C:23]([O:24][CH3:25])=[CH:22][CH:21]=1. Given the product [Cl:1][C:2]1[CH:3]=[CH:4][C:5]2[S:6][CH2:7][C:8](=[O:12])[N:9]([CH2:19][C:20]3[CH:27]=[CH:26][C:23]([O:24][CH3:25])=[CH:22][CH:21]=3)[C:10]=2[N:11]=1, predict the reactants needed to synthesize it. (5) Given the product [C:32]([N:34]1[CH2:35][CH:36]=[C:37]([C:2]2[CH:3]=[C:4]([CH:8]3[N:12]([C:13]4[CH:18]=[CH:17][CH:16]=[CH:15][C:14]=4[Cl:19])[N:11]=[C:10]([C:20]([F:26])([F:25])[C:21]([F:22])([F:24])[F:23])[CH2:9]3)[CH:5]=[CH:6][CH:7]=2)[CH2:38][CH2:39]1)([O:31][C:27]([CH3:30])([CH3:29])[CH3:28])=[O:33], predict the reactants needed to synthesize it. The reactants are: Br[C:2]1[CH:3]=[C:4]([CH:8]2[N:12]([C:13]3[CH:18]=[CH:17][CH:16]=[CH:15][C:14]=3[Cl:19])[N:11]=[C:10]([C:20]([F:26])([F:25])[C:21]([F:24])([F:23])[F:22])[CH2:9]2)[CH:5]=[CH:6][CH:7]=1.[C:27]([O:31][C:32]([N:34]1[CH2:39][CH:38]=[C:37](B2OC(C)(C)C(C)(C)O2)[CH2:36][CH2:35]1)=[O:33])([CH3:30])([CH3:29])[CH3:28].C(=O)([O-])[O-].[K+].[K+].